Task: Predict the reactants needed to synthesize the given product.. Dataset: Full USPTO retrosynthesis dataset with 1.9M reactions from patents (1976-2016) (1) Given the product [CH:11]1([CH2:10][NH:9][C:7](=[O:8])[C:6]2[CH:18]=[C:2]([B:28]3[O:29][C:30]([CH3:32])([CH3:31])[C:26]([CH3:42])([CH3:25])[O:27]3)[CH:3]=[CH:4][C:5]=2[CH3:19])[CH2:17][CH2:16][CH2:15][CH2:14][CH2:13][CH2:12]1, predict the reactants needed to synthesize it. The reactants are: Br[C:2]1[CH:3]=[CH:4][C:5]([CH3:19])=[C:6]([CH:18]=1)[C:7]([NH:9][CH2:10][CH:11]1[CH2:17][CH2:16][CH2:15][CH2:14][CH2:13][CH2:12]1)=[O:8].C([O-])(=O)C.[K+].[CH3:25][C:26]1([CH3:42])[C:30]([CH3:32])([CH3:31])[O:29][B:28]([B:28]2[O:29][C:30]([CH3:32])([CH3:31])[C:26]([CH3:42])([CH3:25])[O:27]2)[O:27]1.C(OCC)(=O)C.O. (2) Given the product [CH3:23][O:24][C:25]1[CH:30]=[C:29]([O:31][CH3:32])[CH:28]=[CH:27][C:26]=1[C:2]1[CH:3]=[CH:4][C:5]([NH:8][C:9]([C:11]2([C:14]3[CH:22]=[CH:21][C:17]4[O:18][CH2:19][O:20][C:16]=4[CH:15]=3)[CH2:13][CH2:12]2)=[O:10])=[N:6][CH:7]=1, predict the reactants needed to synthesize it. The reactants are: Br[C:2]1[CH:3]=[CH:4][C:5]([NH:8][C:9]([C:11]2([C:14]3[CH:22]=[CH:21][C:17]4[O:18][CH2:19][O:20][C:16]=4[CH:15]=3)[CH2:13][CH2:12]2)=[O:10])=[N:6][CH:7]=1.[CH3:23][O:24][C:25]1[CH:30]=[C:29]([O:31][CH3:32])[CH:28]=[CH:27][C:26]=1B(O)O.C(=O)([O-])[O-].[K+].[K+].